This data is from Catalyst prediction with 721,799 reactions and 888 catalyst types from USPTO. The task is: Predict which catalyst facilitates the given reaction. (1) Reactant: [CH3:1][C:2]1[N:7]=[C:6]([C:8]2[N:13]=[CH:12][C:11]3[CH:14]=[N:15][NH:16][C:10]=3[CH:9]=2)[CH:5]=[N:4][CH:3]=1.Br[C:18]1[N:23]=[C:22]([N:24]2[CH2:29][CH2:28][CH2:27][C@H:26]([NH:30][C:31](=[O:37])[O:32][C:33]([CH3:36])([CH3:35])[CH3:34])[CH2:25]2)[C:21]([O:38][CH3:39])=[N:20][CH:19]=1.CC1(C)C2C(=C(P(C3C=CC=CC=3)C3C=CC=CC=3)C=CC=2)OC2C(P(C3C=CC=CC=3)C3C=CC=CC=3)=CC=CC1=2.CC(C)([O-])C.[Na+]. Product: [CH3:39][O:38][C:21]1[C:22]([N:24]2[CH2:29][CH2:28][CH2:27][C@H:26]([NH:30][C:31](=[O:37])[O:32][C:33]([CH3:35])([CH3:34])[CH3:36])[CH2:25]2)=[N:23][C:18]([N:16]2[C:10]3[CH:9]=[C:8]([C:6]4[CH:5]=[N:4][CH:3]=[C:2]([CH3:1])[N:7]=4)[N:13]=[CH:12][C:11]=3[CH:14]=[N:15]2)=[CH:19][N:20]=1. The catalyst class is: 101. (2) Reactant: [CH2:1]([S-:3])[CH3:2].[Na+].Cl[C:6]1[C:7]([C:12]([NH:14][C:15]2[CH:20]=[CH:19][C:18]([C:21]([F:24])([F:23])[F:22])=[CH:17][CH:16]=2)=[O:13])=[N:8][CH:9]=[CH:10][CH:11]=1.CN(C=O)C. Product: [CH2:1]([S:3][C:6]1[C:7]([C:12]([NH:14][C:15]2[CH:20]=[CH:19][C:18]([C:21]([F:23])([F:24])[F:22])=[CH:17][CH:16]=2)=[O:13])=[N:8][CH:9]=[CH:10][CH:11]=1)[CH3:2]. The catalyst class is: 6. (3) Reactant: [Cl:1][C:2]1[CH:3]=[C:4]2[C:8](=[CH:9][CH:10]=1)[NH:7][C:6]([C:11]([NH:13][C@@H:14]1[CH2:22][C:21]3[C:16](=[CH:17][CH:18]=[CH:19][CH:20]=3)[C@H:15]1[N:23]([C:33](=[O:38])[C@@H:34]([OH:37])[CH2:35][CH3:36])[CH2:24][CH2:25][O:26]C1CCCCO1)=[O:12])=[CH:5]2. Product: [Cl:1][C:2]1[CH:3]=[C:4]2[C:8](=[CH:9][CH:10]=1)[NH:7][C:6]([C:11]([NH:13][C@@H:14]1[CH2:22][C:21]3[C:16](=[CH:17][CH:18]=[CH:19][CH:20]=3)[C@H:15]1[N:23]([C:33](=[O:38])[C@@H:34]([OH:37])[CH2:35][CH3:36])[CH2:24][CH2:25][OH:26])=[O:12])=[CH:5]2. The catalyst class is: 86. (4) Reactant: [F:1][C:2]1[CH:23]=[CH:22][CH:21]=[C:20]([F:24])[C:3]=1[CH2:4][O:5][C:6]1[C:7]2[N:8]([C:13]([C:17]([OH:19])=O)=[C:14]([CH3:16])[N:15]=2)[CH:9]=[C:10]([CH3:12])[CH:11]=1.CN(C(ON1N=[N:40][C:35]2[CH:36]=CC=[N:39][C:34]1=2)=[N+](C)C)C.F[P-](F)(F)(F)(F)F.C(N(CC)C(C)C)(C)C.Cl.C1(N)CC1N.C(O)(C(F)(F)F)=O. Product: [NH2:39][CH:34]1[CH2:36][CH:35]1[NH:40][C:17]([C:13]1[N:8]2[CH:9]=[C:10]([CH3:12])[CH:11]=[C:6]([O:5][CH2:4][C:3]3[C:20]([F:24])=[CH:21][CH:22]=[CH:23][C:2]=3[F:1])[C:7]2=[N:15][C:14]=1[CH3:16])=[O:19]. The catalyst class is: 3. (5) The catalyst class is: 5. Product: [NH2:2][CH2:3][CH:4]([O:6][C:7]1[C:8]([NH:13][C:14](=[O:30])[C:15]2[CH:20]=[CH:19][C:18]([F:21])=[C:17]([C:22]3[C:27]([F:28])=[CH:26][CH:25]=[CH:24][C:23]=3[F:29])[N:16]=2)=[CH:9][N:10]=[CH:11][CH:12]=1)[CH2:5][Cl:1]. Reactant: [ClH:1].[NH:2]1[CH2:5][CH:4]([O:6][C:7]2[CH:12]=[CH:11][N:10]=[CH:9][C:8]=2[NH:13][C:14](=[O:30])[C:15]2[CH:20]=[CH:19][C:18]([F:21])=[C:17]([C:22]3[C:27]([F:28])=[CH:26][CH:25]=[CH:24][C:23]=3[F:29])[N:16]=2)[CH2:3]1. (6) Reactant: [CH:1]([N:4]1[C:9](=[O:10])[CH2:8][O:7][C:6]2[N:11]=[C:12]([C:21]3[CH:26]=[CH:25][C:24]([C:27]4([NH:31]C(=O)OC(C)(C)C)[CH2:30][CH2:29][CH2:28]4)=[CH:23][CH:22]=3)[C:13]([C:15]3[CH:20]=[CH:19][CH:18]=[CH:17][CH:16]=3)=[CH:14][C:5]1=2)([CH3:3])[CH3:2]. Product: [NH2:31][C:27]1([C:24]2[CH:23]=[CH:22][C:21]([C:12]3[C:13]([C:15]4[CH:16]=[CH:17][CH:18]=[CH:19][CH:20]=4)=[CH:14][C:5]4[N:4]([CH:1]([CH3:3])[CH3:2])[C:9](=[O:10])[CH2:8][O:7][C:6]=4[N:11]=3)=[CH:26][CH:25]=2)[CH2:28][CH2:29][CH2:30]1. The catalyst class is: 67. (7) Reactant: [CH:1]1([C:4]2[N:9]=[CH:8][C:7]([NH:10][C:11]3[N:16]=[C:15]([F:17])[C:14]([CH:18]([C:20]4[C:28]5[C:27]([O:29][CH3:30])=[N:26][CH:25]=[N:24][C:23]=5[N:22]([Si](C(C)C)(C(C)C)C(C)C)[CH:21]=4)O)=[CH:13][CH:12]=3)=[CH:6][CH:5]=2)[CH2:3][CH2:2]1.C([SiH](CC)CC)C.FC(F)(F)C(O)=O.C(=O)([O-])[O-].[K+].[K+]. Product: [CH:1]1([C:4]2[N:9]=[CH:8][C:7]([NH:10][C:11]3[CH:12]=[CH:13][C:14]([CH2:18][C:20]4[C:28]5[C:27]([O:29][CH3:30])=[N:26][CH:25]=[N:24][C:23]=5[NH:22][CH:21]=4)=[C:15]([F:17])[N:16]=3)=[CH:6][CH:5]=2)[CH2:2][CH2:3]1. The catalyst class is: 26.